Dataset: NCI-60 drug combinations with 297,098 pairs across 59 cell lines. Task: Regression. Given two drug SMILES strings and cell line genomic features, predict the synergy score measuring deviation from expected non-interaction effect. Drug 1: COC1=C(C=C2C(=C1)N=CN=C2NC3=CC(=C(C=C3)F)Cl)OCCCN4CCOCC4. Drug 2: CCC1=CC2CC(C3=C(CN(C2)C1)C4=CC=CC=C4N3)(C5=C(C=C6C(=C5)C78CCN9C7C(C=CC9)(C(C(C8N6C)(C(=O)OC)O)OC(=O)C)CC)OC)C(=O)OC.C(C(C(=O)O)O)(C(=O)O)O. Cell line: HCT-15. Synergy scores: CSS=64.0, Synergy_ZIP=6.28, Synergy_Bliss=9.22, Synergy_Loewe=11.5, Synergy_HSA=13.1.